From a dataset of Reaction yield outcomes from USPTO patents with 853,638 reactions. Predict the reaction yield, written as a fraction of the theoretical maximum amount of product (1.0 means a 100% yield; for example, 0.34 means a 34% yield). The reactants are [CH2:1]([O:3][C:4](=[O:24])[CH2:5][C:6]1([CH2:21][CH2:22][CH3:23])[C:11]2[NH:12][C:13]3[C:18]([C:10]=2[CH2:9][CH2:8][O:7]1)=[C:17](Br)[CH:16]=[CH:15][C:14]=3[CH3:20])[CH3:2].[C:25]([Cu])#[N:26]. The catalyst is CN1CCCC1=O.O. The product is [CH2:1]([O:3][C:4](=[O:24])[CH2:5][C:6]1([CH2:21][CH2:22][CH3:23])[C:11]2[NH:12][C:13]3[C:18]([C:10]=2[CH2:9][CH2:8][O:7]1)=[C:17]([C:25]#[N:26])[CH:16]=[CH:15][C:14]=3[CH3:20])[CH3:2]. The yield is 0.880.